This data is from Reaction yield outcomes from USPTO patents with 853,638 reactions. The task is: Predict the reaction yield, written as a fraction of the theoretical maximum amount of product (1.0 means a 100% yield; for example, 0.34 means a 34% yield). (1) The reactants are [C:1]([N:9]1[CH2:14][CH2:13][CH:12]([CH:15]=O)[CH2:11][CH2:10]1)(=[O:8])[C:2]1[CH:7]=[CH:6][CH:5]=[CH:4][CH:3]=1.[C:17]([O-])([O-])=O.[K+].[K+].[N+](=C(P(=O)(OC)OC)C(=O)C)=[N-]. The catalyst is CO.CCOCC. The product is [C:1]([N:9]1[CH2:14][CH2:13][CH:12]([C:15]#[CH:17])[CH2:11][CH2:10]1)(=[O:8])[C:2]1[CH:7]=[CH:6][CH:5]=[CH:4][CH:3]=1. The yield is 0.940. (2) The reactants are [Cl:1][C:2]1[CH:10]=[C:9]2[C:5]([C:6]([C:11]([O:13][CH3:14])=[O:12])=[CH:7][NH:8]2)=[CH:4][C:3]=1B1OCC(C)(C)CO1.Br[C:24]1[CH:39]=[CH:38][C:27]([O:28][CH2:29][CH2:30][CH2:31][N:32]2[CH2:37][CH2:36][O:35][CH2:34][CH2:33]2)=[CH:26][CH:25]=1.C(=O)([O-])[O-].[K+].[K+].O. The catalyst is C1(C)C=CC=CC=1.C(O)C.C1C=CC(P(C2C=CC=CC=2)[C-]2C=CC=C2)=CC=1.C1C=CC(P(C2C=CC=CC=2)[C-]2C=CC=C2)=CC=1.Cl[Pd]Cl.[Fe+2].C(OCC)(=O)C. The product is [Cl:1][C:2]1[CH:10]=[C:9]2[C:5]([C:6]([C:11]([O:13][CH3:14])=[O:12])=[CH:7][NH:8]2)=[CH:4][C:3]=1[C:24]1[CH:39]=[CH:38][C:27]([O:28][CH2:29][CH2:30][CH2:31][N:32]2[CH2:33][CH2:34][O:35][CH2:36][CH2:37]2)=[CH:26][CH:25]=1. The yield is 0.400. (3) The reactants are [CH2:1]([N:8]1[C:11](=[O:12])[CH2:10][C@H:9]1[C:13]([O:15]CC1C=CC=CC=1)=[O:14])[C:2]1[CH:7]=[CH:6][CH:5]=[CH:4][CH:3]=1. The catalyst is CO.[Pd]. The product is [CH2:1]([N:8]1[C:11](=[O:12])[CH2:10][C@H:9]1[C:13]([OH:15])=[O:14])[C:2]1[CH:7]=[CH:6][CH:5]=[CH:4][CH:3]=1. The yield is 0.950. (4) The reactants are Cl[C:2]1[CH:7]=[CH:6][C:5]([O:8][CH3:9])=[CH:4][C:3]=1[NH:10][C:11]1[CH:16]=[CH:15][N:14]=[CH:13][C:12]=1[CH3:17].F[B-](F)(F)F.C([PH+](C(C)(C)C)C(C)(C)C)(C)(C)C.C(=O)([O-])[O-].[K+].[K+]. The catalyst is C([O-])(=O)C.[Pd+2].C([O-])(=O)C.CN(C)C(=O)C. The product is [CH3:9][O:8][C:5]1[CH:6]=[CH:7][C:2]2[C:16]3[CH:15]=[N:14][CH:13]=[C:12]([CH3:17])[C:11]=3[NH:10][C:3]=2[CH:4]=1. The yield is 0.670. (5) The reactants are C(O)=O.[S:4](Cl)([N:7]=C=O)(=[O:6])=[O:5].[CH3:11][N:12]([CH3:35])[C:13]([C:15]1[N:19]([C:20]2[CH:25]=[CH:24][C:23]([O:26][CH3:27])=[CH:22][CH:21]=2)[C:18]([C:28]([O:30][CH2:31][CH3:32])=[O:29])=[C:17]([OH:33])[C:16]=1[OH:34])=[O:14]. The product is [CH3:35][N:12]([CH3:11])[C:13]([C:15]1[N:19]([C:20]2[CH:21]=[CH:22][C:23]([O:26][CH3:27])=[CH:24][CH:25]=2)[C:18]([C:28]([O:30][CH2:31][CH3:32])=[O:29])=[C:17]([OH:33])[C:16]=1[O:34][S:4](=[O:5])(=[O:6])[NH2:7])=[O:14]. The yield is 0.120. The catalyst is CN1C(=O)CCC1.